From a dataset of Peptide-MHC class I binding affinity with 185,985 pairs from IEDB/IMGT. Regression. Given a peptide amino acid sequence and an MHC pseudo amino acid sequence, predict their binding affinity value. This is MHC class I binding data. (1) The peptide sequence is LLEKCDLQNY. The MHC is HLA-A23:01 with pseudo-sequence HLA-A23:01. The binding affinity (normalized) is 0. (2) The peptide sequence is TLVGLAIGLVLL. The MHC is HLA-A68:02 with pseudo-sequence HLA-A68:02. The binding affinity (normalized) is 0.418. (3) The peptide sequence is AMKAQFERDL. The MHC is HLA-A02:01 with pseudo-sequence HLA-A02:01. The binding affinity (normalized) is 0.166. (4) The peptide sequence is WAGIWGGKL. The MHC is HLA-B44:02 with pseudo-sequence HLA-B44:02. The binding affinity (normalized) is 0.0847. (5) The peptide sequence is GFPFFIMPK. The MHC is HLA-A26:01 with pseudo-sequence HLA-A26:01. The binding affinity (normalized) is 0.0847. (6) The peptide sequence is DVSRPTTAV. The MHC is HLA-A02:03 with pseudo-sequence HLA-A02:03. The binding affinity (normalized) is 0.118. (7) The peptide sequence is ATQPVHWFL. The MHC is HLA-A30:01 with pseudo-sequence HLA-A30:01. The binding affinity (normalized) is 0.680. (8) The peptide sequence is PAHKSQLVW. The MHC is HLA-B44:02 with pseudo-sequence HLA-B44:02. The binding affinity (normalized) is 0.0847. (9) The binding affinity (normalized) is 1.00. The peptide sequence is TVFNFAYL. The MHC is H-2-Kb with pseudo-sequence H-2-Kb. (10) The peptide sequence is KLWVTVYYGV. The MHC is HLA-A02:06 with pseudo-sequence HLA-A02:06. The binding affinity (normalized) is 0.295.